Predict which catalyst facilitates the given reaction. From a dataset of Catalyst prediction with 721,799 reactions and 888 catalyst types from USPTO. Reactant: [N+:1]([C:4]1[CH:5]=[C:6]2[C:11](=[CH:12][CH:13]=1)[CH2:10][N:9]([C:14]([O:16][C:17]([CH3:20])([CH3:19])[CH3:18])=[O:15])[C@H:8]([C:21]([O:23]CC)=[O:22])[CH2:7]2)([O-:3])=[O:2].[OH-].[Li+].Cl. Product: [C:17]([O:16][C:14]([N:9]1[C@H:8]([C:21]([OH:23])=[O:22])[CH2:7][C:6]2[C:11](=[CH:12][CH:13]=[C:4]([N+:1]([O-:3])=[O:2])[CH:5]=2)[CH2:10]1)=[O:15])([CH3:20])([CH3:18])[CH3:19]. The catalyst class is: 242.